This data is from KCNQ2 potassium channel screen with 302,405 compounds. The task is: Binary Classification. Given a drug SMILES string, predict its activity (active/inactive) in a high-throughput screening assay against a specified biological target. The compound is O(c1cc(CCNC(=O)C(=O)N\N=C2\CCCCCCC2)ccc1OC)C. The result is 0 (inactive).